Predict which catalyst facilitates the given reaction. From a dataset of Catalyst prediction with 721,799 reactions and 888 catalyst types from USPTO. (1) Reactant: [OH:1][C:2]1[CH:13]=[CH:12][C:5]([O:6][CH2:7][C:8]([NH:10][CH3:11])=[O:9])=[CH:4][CH:3]=1.C(=O)([O-])[O-].[K+].[K+].Br[CH2:21][C:22]1[CH:29]=[CH:28][C:25]([C:26]#[N:27])=[CH:24][CH:23]=1.O. Product: [C:26]([C:25]1[CH:28]=[CH:29][C:22]([CH2:21][O:1][C:2]2[CH:3]=[CH:4][C:5]([O:6][CH2:7][C:8]([NH:10][CH3:11])=[O:9])=[CH:12][CH:13]=2)=[CH:23][CH:24]=1)#[N:27]. The catalyst class is: 131. (2) The catalyst class is: 353. Product: [Cl:1][C:2]1[CH:3]=[C:4]([C:12]2[O:16][N:15]=[C:14]([C:17]3[C:18]([CH3:34])=[C:19]4[C:24](=[CH:25][CH:26]=3)[CH2:23][N:22]([CH2:27][CH2:28][C:29]([OH:31])=[O:30])[CH2:21][CH2:20]4)[N:13]=2)[CH:5]=[CH:6][C:7]=1[O:8][CH:9]([CH3:10])[CH3:11]. Reactant: [Cl:1][C:2]1[CH:3]=[C:4]([C:12]2[O:16][N:15]=[C:14]([C:17]3[C:18]([CH3:34])=[C:19]4[C:24](=[CH:25][CH:26]=3)[CH2:23][N:22]([CH2:27][CH2:28][C:29]([O:31]CC)=[O:30])[CH2:21][CH2:20]4)[N:13]=2)[CH:5]=[CH:6][C:7]=1[O:8][CH:9]([CH3:11])[CH3:10].[OH-].[Na+]. (3) Reactant: [F:1][C:2]([F:52])([F:51])[C:3]1[CH:4]=[C:5]([C@H:13]2[O:17][C:16](=[O:18])[N:15]([CH2:19][C:20]3[C:25]([C:26]4[CH:27]=[C:28]([C:34]5[CH:43]=[CH:42][C:37]([C:38](OC)=[O:39])=[CH:36][C:35]=5[CH3:44])[CH:29]=[N:30][C:31]=4[O:32][CH3:33])=[CH:24][N:23]=[C:22]([N:45]4[CH2:48][CH:47]([F:49])[CH2:46]4)[N:21]=3)[C@H:14]2[CH3:50])[CH:6]=[C:7]([C:9]([F:12])([F:11])[F:10])[CH:8]=1.[NH2:53][NH2:54]. Product: [F:10][C:9]([F:12])([F:11])[C:7]1[CH:6]=[C:5]([C@H:13]2[O:17][C:16](=[O:18])[N:15]([CH2:19][C:20]3[C:25]([C:26]4[CH:27]=[C:28]([C:34]5[CH:43]=[CH:42][C:37]([C:38]([NH:53][NH2:54])=[O:39])=[CH:36][C:35]=5[CH3:44])[CH:29]=[N:30][C:31]=4[O:32][CH3:33])=[CH:24][N:23]=[C:22]([N:45]4[CH2:48][CH:47]([F:49])[CH2:46]4)[N:21]=3)[C@H:14]2[CH3:50])[CH:4]=[C:3]([C:2]([F:1])([F:52])[F:51])[CH:8]=1. The catalyst class is: 8.